This data is from Peptide-MHC class II binding affinity with 134,281 pairs from IEDB. The task is: Regression. Given a peptide amino acid sequence and an MHC pseudo amino acid sequence, predict their binding affinity value. This is MHC class II binding data. (1) The peptide sequence is YVLSSLHIYWGKE. The MHC is HLA-DPA10201-DPB10501 with pseudo-sequence HLA-DPA10201-DPB10501. The binding affinity (normalized) is 0.105. (2) The MHC is DRB1_1302 with pseudo-sequence DRB1_1302. The binding affinity (normalized) is 0.314. The peptide sequence is PANPGLIIGALA.